Dataset: Peptide-MHC class II binding affinity with 134,281 pairs from IEDB. Task: Regression. Given a peptide amino acid sequence and an MHC pseudo amino acid sequence, predict their binding affinity value. This is MHC class II binding data. (1) The peptide sequence is LVSKLYEVVPGILTE. The MHC is HLA-DPA10201-DPB11401 with pseudo-sequence HLA-DPA10201-DPB11401. The binding affinity (normalized) is 0.713. (2) The peptide sequence is VALFAVFLGSAHGIP. The MHC is HLA-DQA10102-DQB10502 with pseudo-sequence HLA-DQA10102-DQB10502. The binding affinity (normalized) is 0.197. (3) The peptide sequence is QEALEDFREFSRAKG. The MHC is HLA-DQA10401-DQB10402 with pseudo-sequence HLA-DQA10401-DQB10402. The binding affinity (normalized) is 0.211. (4) The peptide sequence is IITFKDKTDIHRLEP. The MHC is HLA-DQA10303-DQB10402 with pseudo-sequence HLA-DQA10303-DQB10402. The binding affinity (normalized) is 0. (5) The peptide sequence is YTDYLTVMDRYSVDA. The MHC is DRB3_0101 with pseudo-sequence DRB3_0101. The binding affinity (normalized) is 0.552. (6) The peptide sequence is FPPNGTHSWEYWGAQ. The MHC is HLA-DQA10102-DQB10602 with pseudo-sequence HLA-DQA10102-DQB10602. The binding affinity (normalized) is 0.194. (7) The peptide sequence is EKKYFGATQFEPLAA. The MHC is HLA-DPA10103-DPB10401 with pseudo-sequence HLA-DPA10103-DPB10401. The binding affinity (normalized) is 0.909.